Dataset: Forward reaction prediction with 1.9M reactions from USPTO patents (1976-2016). Task: Predict the product of the given reaction. Given the reactants FC(F)(F)C(O)=O.[NH2:8][CH2:9][C:10]1[CH:19]=[CH:18][C:13]([C:14]([O:16][CH3:17])=[O:15])=[CH:12][N:11]=1.C[CH2:21][N:22](C(C)C)C(C)C.N#CBr.C(=O)([O-])O.[Na+], predict the reaction product. The product is: [NH2:22][C:21]1[N:11]2[CH:12]=[C:13]([C:14]([O:16][CH3:17])=[O:15])[CH:18]=[CH:19][C:10]2=[CH:9][N:8]=1.